Dataset: Peptide-MHC class I binding affinity with 185,985 pairs from IEDB/IMGT. Task: Regression. Given a peptide amino acid sequence and an MHC pseudo amino acid sequence, predict their binding affinity value. This is MHC class I binding data. (1) The peptide sequence is LMRTNFLIK. The MHC is HLA-B15:01 with pseudo-sequence HLA-B15:01. The binding affinity (normalized) is 0.0233. (2) The peptide sequence is MQYLNPPPY. The MHC is HLA-B58:01 with pseudo-sequence HLA-B58:01. The binding affinity (normalized) is 0.0847. (3) The peptide sequence is TKKNLTRKI. The MHC is HLA-A24:02 with pseudo-sequence HLA-A24:02. The binding affinity (normalized) is 0. (4) The peptide sequence is SAAFEDLRV. The MHC is HLA-A68:02 with pseudo-sequence HLA-A68:02. The binding affinity (normalized) is 0.188. (5) The peptide sequence is LHQTNPYPTG. The MHC is HLA-B27:05 with pseudo-sequence HLA-B27:05. The binding affinity (normalized) is 0. (6) The peptide sequence is LMMNGTSAM. The MHC is HLA-B83:01 with pseudo-sequence HLA-B83:01. The binding affinity (normalized) is 0.213. (7) The peptide sequence is ADLVNHPPV. The MHC is H-2-Kb with pseudo-sequence H-2-Kb. The binding affinity (normalized) is 0.140. (8) The peptide sequence is FVDVGVSAL. The MHC is HLA-B15:01 with pseudo-sequence HLA-B15:01. The binding affinity (normalized) is 0.0847.